Dataset: Forward reaction prediction with 1.9M reactions from USPTO patents (1976-2016). Task: Predict the product of the given reaction. Given the reactants C[N:2]([C@@:10]1([CH3:15])[CH2:14][CH2:13][NH:12][CH2:11]1)[C:3](=O)OC(C)(C)C.C(N(CC)CC)C.[C:23]([C:25]1[C:30]2[N:31]=[C:32]([C:34]([N:36]([CH3:38])[CH3:37])=[O:35])[O:33][C:29]=2[C:28](F)=[C:27]([C:40]2[CH:45]=[CH:44][CH:43]=[CH:42][CH:41]=2)[C:26]=1[CH3:46])#[N:24], predict the reaction product. The product is: [C:23]([C:25]1[C:30]2[N:31]=[C:32]([C:34]([N:36]([CH3:38])[CH3:37])=[O:35])[O:33][C:29]=2[C:28]([N:12]2[CH2:13][CH2:14][C@:10]([CH3:15])([NH:2][CH3:3])[CH2:11]2)=[C:27]([C:40]2[CH:45]=[CH:44][CH:43]=[CH:42][CH:41]=2)[C:26]=1[CH3:46])#[N:24].